This data is from Reaction yield outcomes from USPTO patents with 853,638 reactions. The task is: Predict the reaction yield, written as a fraction of the theoretical maximum amount of product (1.0 means a 100% yield; for example, 0.34 means a 34% yield). (1) The reactants are [CH3:1][O:2][C:3]([C:5]1[S:6][C:7]([C:27]#[C:28][C:29]([CH3:32])([CH3:31])[CH3:30])=[CH:8][C:9]=1[N:10]([CH:20]1[CH2:25][CH2:24][CH:23](O)[CH2:22][CH2:21]1)[C:11]([CH:13]1[CH2:18][CH2:17][CH:16]([CH3:19])[CH2:15][CH2:14]1)=[O:12])=[O:4].[CH3:33][N:34]1[CH:38]=[N:37][N:36]=[C:35]1[SH:39].C1(P(C2C=CC=CC=2)C2C=CC=CC=2)C=CC=CC=1.CC(OC(/N=N/C(OC(C)C)=O)=O)C.C(N(CC)CC)C. The catalyst is C1COCC1. The product is [CH3:1][O:2][C:3]([C:5]1[S:6][C:7]([C:27]#[C:28][C:29]([CH3:30])([CH3:32])[CH3:31])=[CH:8][C:9]=1[N:10]([C:11]([CH:13]1[CH2:18][CH2:17][CH:16]([CH3:19])[CH2:15][CH2:14]1)=[O:12])[CH:20]1[CH2:25][CH2:24][CH:23]([S:39][C:35]2[N:34]([CH3:33])[CH:38]=[N:37][N:36]=2)[CH2:22][CH2:21]1)=[O:4]. The yield is 0.570. (2) The reactants are [O:1]1[CH2:6][CH2:5][CH2:4][CH2:3][CH:2]1[N:7]1[C:15]2[C:10](=[CH:11][C:12]([C:16]3[N:20]=[CH:19][N:18]([C:21]([C:34]4[CH:39]=[CH:38][CH:37]=[CH:36][CH:35]=4)([C:28]4[CH:33]=[CH:32][CH:31]=[CH:30][CH:29]=4)[C:22]4[CH:27]=[CH:26][CH:25]=[CH:24][CH:23]=4)[N:17]=3)=[CH:13][CH:14]=2)[C:9]([C:40]2[CH:41]=[C:42]([CH:47]=[CH:48][CH:49]=2)[C:43](OC)=[O:44])=[N:8]1.O.[OH-].[Li+].[CH:53]1([CH2:56][NH2:57])[CH2:55][CH2:54]1.O.ON1C2C=CC=CC=2N=N1.Cl.CN(C)CCCN=C=NCC. The catalyst is O1CCCC1.O1CCCC1.O. The product is [CH:53]1([CH2:56][NH:57][C:43]([C:42]2[CH:47]=[CH:48][CH:49]=[C:40]([C:9]3[C:10]4[C:15](=[CH:14][CH:13]=[C:12]([C:16]5[N:20]=[CH:19][N:18]([C:21]([C:28]6[CH:29]=[CH:30][CH:31]=[CH:32][CH:33]=6)([C:34]6[CH:39]=[CH:38][CH:37]=[CH:36][CH:35]=6)[C:22]6[CH:27]=[CH:26][CH:25]=[CH:24][CH:23]=6)[N:17]=5)[CH:11]=4)[N:7]([CH:2]4[CH2:3][CH2:4][CH2:5][CH2:6][O:1]4)[N:8]=3)[CH:41]=2)=[O:44])[CH2:55][CH2:54]1. The yield is 0.530. (3) The reactants are F[C:2]1[C:9]([F:10])=[C:8]([F:11])[CH:7]=[CH:6][C:3]=1[CH:4]=O.[NH2:12][NH2:13]. The catalyst is O1CCOCC1. The product is [F:11][C:8]1[C:9]([F:10])=[C:2]2[C:3]([CH:4]=[N:12][NH:13]2)=[CH:6][CH:7]=1. The yield is 0.460. (4) The catalyst is C(O)(=O)C. The product is [C:30]([C:23]1[CH:24]=[C:25]([N:28]2[C:6]([C:2]3[O:1][CH:5]=[CH:4][CH:3]=3)=[CH:7][C:8]([C:9]([O:11][CH2:12][CH3:13])=[O:10])=[N:29]2)[CH:26]=[CH:27][C:22]=1[F:21])#[N:31]. The reactants are [O:1]1[CH:5]=[CH:4][CH:3]=[C:2]1[C:6](=O)[CH2:7][C:8](=O)[C:9]([O:11][CH2:12][CH3:13])=[O:10].[Sn](Cl)(Cl)(Cl)Cl.[F:21][C:22]1[CH:27]=[CH:26][C:25]([NH:28][NH2:29])=[CH:24][C:23]=1[C:30]#[N:31]. The yield is 0.460. (5) The reactants are [N+:1]([C:4]1[CH:26]=[CH:25][CH:24]=[CH:23][C:5]=1[NH:6][C:7]([O:9][CH2:10][CH:11]1[CH2:16][CH2:15][N:14]([C:17]2[CH:22]=[CH:21][N:20]=[CH:19][CH:18]=2)[CH2:13][CH2:12]1)=[O:8])([O-])=O. The catalyst is C(O)C.[Pd]. The product is [N:20]1[CH:21]=[CH:22][C:17]([N:14]2[CH2:13][CH2:12][CH:11]([CH2:10][O:9][C:7]([NH:6][C:5]3[C:4]([NH2:1])=[CH:26][CH:25]=[CH:24][CH:23]=3)=[O:8])[CH2:16][CH2:15]2)=[CH:18][CH:19]=1. The yield is 0.960. (6) The reactants are [Br-:1].[Br-].[Br-].C1([N+](C)(C)C)C=CC=CC=1.C1([N+](C)(C)C)C=CC=CC=1.C1([N+](C)(C)C)C=CC=CC=1.[C:34]([C:37]1[CH:38]=[CH:39][C:40]([O:55][CH2:56][C:57]2[CH:62]=[CH:61][CH:60]=[CH:59][CH:58]=2)=[C:41]([N:43]([CH2:48][C:49]2[CH:54]=[CH:53][CH:52]=[CH:51][CH:50]=2)[S:44]([CH3:47])(=[O:46])=[O:45])[CH:42]=1)(=[O:36])[CH3:35].C(=O)(O)[O-].[Na+]. The catalyst is C1COCC1. The product is [CH2:48]([N:43]([C:41]1[CH:42]=[C:37]([C:34](=[O:36])[CH2:35][Br:1])[CH:38]=[CH:39][C:40]=1[O:55][CH2:56][C:57]1[CH:58]=[CH:59][CH:60]=[CH:61][CH:62]=1)[S:44]([CH3:47])(=[O:46])=[O:45])[C:49]1[CH:54]=[CH:53][CH:52]=[CH:51][CH:50]=1. The yield is 0.850. (7) No catalyst specified. The reactants are [I-].[F:2][C:3]1[CH:15]=[CH:14][C:6]2[N:7]3[C:12]([CH3:13])=[CH:11][S:10][C:8]3=[NH+:9][C:5]=2[CH:4]=1.C([O-])(O)=O.[Na+]. The product is [F:2][C:3]1[CH:15]=[CH:14][C:6]2[N:7]3[C:12]([CH3:13])=[CH:11][S:10][C:8]3=[N:9][C:5]=2[CH:4]=1. The yield is 0.750. (8) The reactants are [CH2:1]1[CH:12]2[CH:4]([NH:5][C:6]3[CH:7]=[CH:8][CH:9]=[CH:10][C:11]=32)[CH2:3][CH2:2]1.C(N(C(C)C)CC)(C)C.Cl[CH2:23][C:24]([NH2:26])=[O:25]. The catalyst is CN(C=O)C. The product is [CH2:1]1[CH:12]2[CH:4]([N:5]([CH2:23][C:24]([NH2:26])=[O:25])[C:6]3[CH:7]=[CH:8][CH:9]=[CH:10][C:11]=32)[CH2:3][CH2:2]1. The yield is 0.690. (9) The reactants are [CH3:1][Mg]Cl.[Br:4][C:5]1[C:6]([CH:12]=[O:13])=[N:7][CH:8]=[CH:9][C:10]=1[CH3:11]. The catalyst is C1COCC1. The product is [Br:4][C:5]1[C:6]([CH:12]([OH:13])[CH3:1])=[N:7][CH:8]=[CH:9][C:10]=1[CH3:11]. The yield is 0.920. (10) The reactants are [ClH:1].[N+:2]([C:5]1[CH:10]=[CH:9][C:8]([CH2:11][C:12]#[N:13])=[CH:7][CH:6]=1)([O-:4])=[O:3].[CH2:14]([OH:16])[CH3:15]. No catalyst specified. The product is [ClH:1].[N+:2]([C:5]1[CH:6]=[CH:7][C:8]([CH2:11][C:12](=[NH:13])[O:16][CH2:14][CH3:15])=[CH:9][CH:10]=1)([O-:4])=[O:3]. The yield is 0.470.